Dataset: Forward reaction prediction with 1.9M reactions from USPTO patents (1976-2016). Task: Predict the product of the given reaction. (1) Given the reactants [C:1]([C:3]1[CH:4]=[C:5](B(O)O)[CH:6]=[CH:7][CH:8]=1)#[N:2].Br[C:13]1[CH:18]=[C:17]([N+:19]([O-:21])=[O:20])[CH:16]=[CH:15][C:14]=1[O:22][CH3:23].C(=O)([O-])[O-].[Cs+].[Cs+], predict the reaction product. The product is: [C:1]([C:3]1[CH:4]=[C:5]([C:15]2[CH:16]=[C:17]([N+:19]([O-:21])=[O:20])[CH:18]=[CH:13][C:14]=2[O:22][CH3:23])[CH:6]=[CH:7][CH:8]=1)#[N:2]. (2) Given the reactants [CH:1]([C:3]1[S:11][C:10]2[C:9](=[O:12])[C:8]([C:13]([O:15][CH2:16][CH3:17])=[O:14])=[CH:7][N:6]([CH3:18])[C:5]=2[C:4]=1[CH3:19])=[O:2].C(O)(=O)C.C(O[BH-](OC(=O)C)OC(=O)C)(=O)C.[Na+].C(=O)(O)[O-].[Na+], predict the reaction product. The product is: [OH:2][CH2:1][C:3]1[S:11][C:10]2[C:9](=[O:12])[C:8]([C:13]([O:15][CH2:16][CH3:17])=[O:14])=[CH:7][N:6]([CH3:18])[C:5]=2[C:4]=1[CH3:19]. (3) Given the reactants [OH-].[Na+].[F:3][C:4]1[CH:5]=[C:6]([C@@H:11]([C:37]2[CH:42]=[CH:41][C:40]([S:43]([CH3:46])(=[O:45])=[O:44])=[CH:39][CH:38]=2)[CH2:12][CH2:13][N:14]2[CH2:19][CH2:18][CH:17]([CH2:20][CH2:21][S:22]([C:25]3[CH:36]=[CH:35][C:28]([O:29][CH2:30][C:31]([O:33]C)=[O:32])=[CH:27][CH:26]=3)(=[O:24])=[O:23])[CH2:16][CH2:15]2)[CH:7]=[C:8]([F:10])[CH:9]=1, predict the reaction product. The product is: [F:10][C:8]1[CH:7]=[C:6]([C@@H:11]([C:37]2[CH:42]=[CH:41][C:40]([S:43]([CH3:46])(=[O:45])=[O:44])=[CH:39][CH:38]=2)[CH2:12][CH2:13][N:14]2[CH2:15][CH2:16][CH:17]([CH2:20][CH2:21][S:22]([C:25]3[CH:36]=[CH:35][C:28]([O:29][CH2:30][C:31]([OH:33])=[O:32])=[CH:27][CH:26]=3)(=[O:24])=[O:23])[CH2:18][CH2:19]2)[CH:5]=[C:4]([F:3])[CH:9]=1. (4) Given the reactants O[Li].O.[CH:4]1([C@H:9]2[C:35](=[O:36])[N:34]3[CH2:37][C@@H:31]([CH2:32][C@H:33]3[C:38]([O:40]C)=[O:39])[O:30][C:29]3[C:20](=[N:21][C:22]4[C:27]([CH:28]=3)=[CH:26][CH:25]=[CH:24][CH:23]=4)[CH2:19][CH2:18][CH2:17][CH2:16][CH2:15][C@@H:14]3[CH2:42][CH2:43][CH2:44][C@H:13]3[O:12][C:11](=[O:45])[NH:10]2)[CH2:8][CH2:7][CH2:6][CH2:5]1.O, predict the reaction product. The product is: [CH:4]1([C@H:9]2[C:35](=[O:36])[N:34]3[CH2:37][C@@H:31]([CH2:32][C@H:33]3[C:38]([OH:40])=[O:39])[O:30][C:29]3[C:20](=[N:21][C:22]4[C:27]([CH:28]=3)=[CH:26][CH:25]=[CH:24][CH:23]=4)[CH2:19][CH2:18][CH2:17][CH2:16][CH2:15][C@@H:14]3[CH2:42][CH2:43][CH2:44][C@H:13]3[O:12][C:11](=[O:45])[NH:10]2)[CH2:5][CH2:6][CH2:7][CH2:8]1. (5) The product is: [CH2:1]([O:3][C:4](=[O:24])[CH2:5][C:6]([N:8]1[CH2:13][CH2:12][CH:11]([C:14]([OH:16])=[O:15])[CH2:10][CH2:9]1)=[O:7])[CH3:2]. Given the reactants [CH2:1]([O:3][C:4](=[O:24])[CH2:5][C:6]([N:8]1[CH2:13][CH2:12][CH:11]([C:14]([O:16]CC2C=CC=CC=2)=[O:15])[CH2:10][CH2:9]1)=[O:7])[CH3:2], predict the reaction product. (6) Given the reactants [C:1]([C:5]1[N:9]([CH2:10][CH:11]2[CH2:16][CH2:15][C:14]([F:18])([F:17])[CH2:13][CH2:12]2)[C:8]2[CH:19]=[CH:20][C:21]([C:23](O)=[O:24])=[CH:22][C:7]=2[N:6]=1)([CH3:4])([CH3:3])[CH3:2].CCN(C(C)C)C(C)C.CN(C(ON1N=NC2C=CC=NC1=2)=[N+](C)C)C.F[P-](F)(F)(F)(F)F.[NH:59]1[CH2:69][CH2:68][CH2:67][CH:61]([C:62]([O:64][CH2:65][CH3:66])=[O:63])[CH2:60]1, predict the reaction product. The product is: [C:1]([C:5]1[N:9]([CH2:10][CH:11]2[CH2:16][CH2:15][C:14]([F:18])([F:17])[CH2:13][CH2:12]2)[C:8]2[CH:19]=[CH:20][C:21]([C:23]([N:59]3[CH2:69][CH2:68][CH2:67][CH:61]([C:62]([O:64][CH2:65][CH3:66])=[O:63])[CH2:60]3)=[O:24])=[CH:22][C:7]=2[N:6]=1)([CH3:4])([CH3:2])[CH3:3]. (7) Given the reactants [C:1]1([CH2:7][S:8](Cl)(=[O:10])=[O:9])[CH:6]=[CH:5][CH:4]=[CH:3][CH:2]=1.Br.[Br:13][CH2:14][CH2:15][CH2:16][NH2:17].CCN(CC)CC, predict the reaction product. The product is: [Br:13][CH2:14][CH2:15][CH2:16][NH:17][S:8]([CH2:7][C:1]1[CH:6]=[CH:5][CH:4]=[CH:3][CH:2]=1)(=[O:10])=[O:9].